From a dataset of Full USPTO retrosynthesis dataset with 1.9M reactions from patents (1976-2016). Predict the reactants needed to synthesize the given product. (1) Given the product [C:33]1([CH:7]([C:1]2[CH:2]=[CH:3][CH:4]=[CH:5][CH:6]=2)[N:8]2[C:16]3[C:11](=[C:12]([O:19][CH3:20])[CH:13]=[C:14]([O:17][CH3:18])[CH:15]=3)[C:10]3([C:21]4[C:30](=[CH:29][C:24]5[O:25][CH2:26][CH2:27][O:28][C:23]=5[CH:22]=4)[O:31][CH2:39]3)[C:9]2=[O:32])[CH:38]=[CH:37][CH:36]=[CH:35][CH:34]=1, predict the reactants needed to synthesize it. The reactants are: [C:1]1([CH:7]([C:33]2[CH:38]=[CH:37][CH:36]=[CH:35][CH:34]=2)[N:8]2[C:16]3[C:11](=[C:12]([O:19][CH3:20])[CH:13]=[C:14]([O:17][CH3:18])[CH:15]=3)[CH:10]([C:21]3[C:30]([OH:31])=[CH:29][C:24]4[O:25][CH2:26][CH2:27][O:28][C:23]=4[CH:22]=3)[C:9]2=[O:32])[CH:6]=[CH:5][CH:4]=[CH:3][CH:2]=1.[C:39]1(C(C2C=CC=CC=2)N2C3C(=CC=CC=3)C(C3C=C(C)C(OC)=CC=3O)C2=O)C=CC=CC=1. (2) Given the product [F:1][C:2]1[CH:7]=[C:6]([F:8])[CH:5]=[CH:4][C:3]=1[N:9]1[CH:18]([CH2:19][OH:20])[C:17]2[C:13]3=[C:14]([C:24](=[O:28])[N:25]([CH3:27])[CH:26]=[C:12]3[C:11]3[CH:29]=[C:30]([CH2:33][S:34]([CH3:37])(=[O:35])=[O:36])[CH:31]=[CH:32][C:10]1=3)[NH:15][CH:16]=2, predict the reactants needed to synthesize it. The reactants are: [F:1][C:2]1[CH:7]=[C:6]([F:8])[CH:5]=[CH:4][C:3]=1[N:9]1[CH:18]([C:19](OCC)=[O:20])[C:17]2[C:13]3=[C:14]([C:24](=[O:28])[N:25]([CH3:27])[CH:26]=[C:12]3[C:11]3[CH:29]=[C:30]([CH2:33][S:34]([CH3:37])(=[O:36])=[O:35])[CH:31]=[CH:32][C:10]1=3)[NH:15][CH:16]=2.[H-].[Al+3].[Li+].[H-].[H-].[H-].